This data is from Reaction yield outcomes from USPTO patents with 853,638 reactions. The task is: Predict the reaction yield, written as a fraction of the theoretical maximum amount of product (1.0 means a 100% yield; for example, 0.34 means a 34% yield). (1) The reactants are [NH2:1][C:2]1[N:3]=[CH:4][C:5]([C:19]2[CH2:24][CH2:23][C:22](=O)[CH2:21][CH:20]=2)=[N:6][C:7]=1[C:8]1[O:9][C:10]([C:13]2[CH:18]=[CH:17][CH:16]=[CH:15][CH:14]=2)=[N:11][N:12]=1.[CH2:26]([NH2:28])[CH3:27].[BH-](OC(C)=O)(OC(C)=O)OC(C)=O.[Na+].CC(O)=O. The catalyst is ClCCCl.C1COCC1.CS(C)=O. The product is [CH2:26]([NH:28][CH:22]1[CH2:23][CH2:24][C:19]([C:5]2[N:6]=[C:7]([C:8]3[O:9][C:10]([C:13]4[CH:14]=[CH:15][CH:16]=[CH:17][CH:18]=4)=[N:11][N:12]=3)[C:2]([NH2:1])=[N:3][CH:4]=2)=[CH:20][CH2:21]1)[CH3:27]. The yield is 0.0900. (2) The reactants are [Cl:1][C:2]1[CH:7]=[CH:6][C:5](B(O)O)=[CH:4][CH:3]=1.Br[C:12]1[CH:19]=[CH:18][C:15]([CH:16]=[O:17])=[CH:14][CH:13]=1.C(=O)([O-])[O-].[Na+].[Na+]. The catalyst is C([O-])(=O)C.[Pd+2].C([O-])(=O)C.C(COC)OC. The product is [Cl:1][C:2]1[CH:7]=[CH:6][C:5]([C:12]2[CH:19]=[CH:18][C:15]([CH:16]=[O:17])=[CH:14][CH:13]=2)=[CH:4][CH:3]=1. The yield is 0.940. (3) The reactants are [Br:1][C:2]1[CH:3]=[C:4]2[NH:10][C:9]([C:11]3[CH:16]=[C:15]([N+:17]([O-])=O)[CH:14]=[CH:13][C:12]=3[Cl:20])=[N:8][C:5]2=[N:6][CH:7]=1.O.O.Cl[Sn]Cl. The catalyst is C(O)C. The product is [Br:1][C:2]1[CH:3]=[C:4]2[NH:10][C:9]([C:11]3[CH:16]=[C:15]([CH:14]=[CH:13][C:12]=3[Cl:20])[NH2:17])=[N:8][C:5]2=[N:6][CH:7]=1. The yield is 0.730.